From a dataset of NCI-60 drug combinations with 297,098 pairs across 59 cell lines. Regression. Given two drug SMILES strings and cell line genomic features, predict the synergy score measuring deviation from expected non-interaction effect. Drug 1: CC1C(C(CC(O1)OC2CC(CC3=C2C(=C4C(=C3O)C(=O)C5=C(C4=O)C(=CC=C5)OC)O)(C(=O)C)O)N)O.Cl. Drug 2: C1C(C(OC1N2C=NC(=NC2=O)N)CO)O. Cell line: SK-OV-3. Synergy scores: CSS=15.0, Synergy_ZIP=-1.28, Synergy_Bliss=1.29, Synergy_Loewe=-8.72, Synergy_HSA=0.249.